This data is from Reaction yield outcomes from USPTO patents with 853,638 reactions. The task is: Predict the reaction yield, written as a fraction of the theoretical maximum amount of product (1.0 means a 100% yield; for example, 0.34 means a 34% yield). (1) The catalyst is C1COCC1.O.CO. The product is [Br:8][CH2:22][C:20]([C:15]1[CH:14]=[N:13][C:12]2[C:17](=[CH:18][CH:19]=[C:10]([Br:9])[CH:11]=2)[N:16]=1)=[O:21]. The reactants are C1C(=O)N([Br:8])C(=O)C1.[Br:9][C:10]1[CH:11]=[C:12]2[C:17](=[CH:18][CH:19]=1)[N:16]=[C:15]([C:20]([O:22]CC)=[CH2:21])[CH:14]=[N:13]2. The yield is 0.590. (2) The reactants are C(N(CC)CC)C.[F:8][C:9]1[CH:10]=[C:11]2[C:17]([CH:18]=[O:19])=[CH:16][N:15](C(OC(C)(C)C)=O)[C:12]2=[N:13][CH:14]=1.[CH:27](=[N:34][C:35]1[CH:40]=[CH:39][CH:38]=[C:37]([O:41][CH3:42])[CH:36]=1)[C:28]1[CH:33]=[CH:32][CH:31]=[CH:30][CH:29]=1. The catalyst is [Cl-].C([N+]1C(C)=C(CCO)SC=1)C1C=CC=CC=1.C(O)C. The product is [F:8][C:9]1[CH:10]=[C:11]2[C:17]([C:18](=[O:19])[CH:27]([NH:34][C:35]3[CH:40]=[CH:39][CH:38]=[C:37]([O:41][CH3:42])[CH:36]=3)[C:28]3[CH:29]=[CH:30][CH:31]=[CH:32][CH:33]=3)=[CH:16][NH:15][C:12]2=[N:13][CH:14]=1. The yield is 0.0900. (3) The reactants are Br[C:2]1[CH:14]=[CH:13][C:5]2[NH:6][C:7](=[O:12])[O:8][C:9]([CH3:11])([CH3:10])[C:4]=2[CH:3]=1.[Cl:15][C:16]1[CH:17]=[C:18](B(O)O)[CH:19]=[CH:20][CH:21]=1.C(=O)([O-])[O-].[Na+].[Na+]. The catalyst is COCCOC.O.[Pd].C1(P(C2C=CC=CC=2)C2C=CC=CC=2)C=CC=CC=1.C1(P(C2C=CC=CC=2)C2C=CC=CC=2)C=CC=CC=1.C1(P(C2C=CC=CC=2)C2C=CC=CC=2)C=CC=CC=1.C1(P(C2C=CC=CC=2)C2C=CC=CC=2)C=CC=CC=1. The product is [Cl:15][C:16]1[CH:21]=[C:20]([C:2]2[CH:14]=[CH:13][C:5]3[NH:6][C:7](=[O:12])[O:8][C:9]([CH3:11])([CH3:10])[C:4]=3[CH:3]=2)[CH:19]=[CH:18][CH:17]=1. The yield is 0.820.